This data is from Forward reaction prediction with 1.9M reactions from USPTO patents (1976-2016). The task is: Predict the product of the given reaction. (1) The product is: [C:26]1([NH:25][C:9](=[O:11])[CH2:8][C:5]2[CH:4]=[CH:3][C:2]([Br:1])=[CH:7][CH:6]=2)[CH:31]=[CH:30][CH:29]=[CH:28][CH:27]=1. Given the reactants [Br:1][C:2]1[CH:7]=[CH:6][C:5]([CH2:8][C:9]([OH:11])=O)=[CH:4][CH:3]=1.C(Cl)(=O)C(Cl)=O.C(N(CC)CC)C.[NH2:25][C:26]1[CH:31]=[CH:30][CH:29]=[CH:28][CH:27]=1, predict the reaction product. (2) Given the reactants [C:1]([O:5][C:6]([N:8]1[CH2:13][CH2:12][CH:11]([N:14]2[C:18]3=[N:19][CH:20]=[N:21][C:22](Cl)=[C:17]3[CH:16]=[N:15]2)[CH2:10][CH2:9]1)=[O:7])([CH3:4])([CH3:3])[CH3:2].[C:24]([C:26]1[C:31]([OH:32])=[CH:30][CH:29]=[CH:28][N:27]=1)#[N:25].C(=O)([O-])[O-].[K+].[K+].C(OCC)(=O)C, predict the reaction product. The product is: [C:1]([O:5][C:6]([N:8]1[CH2:13][CH2:12][CH:11]([N:14]2[C:18]3=[N:19][CH:20]=[N:21][C:22]([O:32][C:31]4[C:26]([C:24]#[N:25])=[N:27][CH:28]=[CH:29][CH:30]=4)=[C:17]3[CH:16]=[N:15]2)[CH2:10][CH2:9]1)=[O:7])([CH3:4])([CH3:3])[CH3:2].